From a dataset of hERG potassium channel inhibition data for cardiac toxicity prediction from Karim et al.. Regression/Classification. Given a drug SMILES string, predict its toxicity properties. Task type varies by dataset: regression for continuous values (e.g., LD50, hERG inhibition percentage) or binary classification for toxic/non-toxic outcomes (e.g., AMES mutagenicity, cardiotoxicity, hepatotoxicity). Dataset: herg_karim. (1) The compound is CCc1nn(C)c2cc3c(cc12)CCN(CCCSc1nnc(-c2cccc4nc(C)ccc24)n1C)CC3. The result is 1 (blocker). (2) The drug is Cc1cc(C#N)cnc1C(=O)Nc1ccc2c(c1)C1(COC(N)=N1)C1(CC1)CO2. The result is 0 (non-blocker).